From a dataset of Reaction yield outcomes from USPTO patents with 853,638 reactions. Predict the reaction yield, written as a fraction of the theoretical maximum amount of product (1.0 means a 100% yield; for example, 0.34 means a 34% yield). (1) The reactants are [F:1][C:2]1[CH:3]=[C:4]([OH:15])[C:5]([N+:12]([O-])=O)=[C:6]([CH:11]=1)[C:7]([O:9][CH3:10])=[O:8].C(O)(=O)C. The catalyst is CO.[Pd]. The product is [NH2:12][C:5]1[C:4]([OH:15])=[CH:3][C:2]([F:1])=[CH:11][C:6]=1[C:7]([O:9][CH3:10])=[O:8]. The yield is 0.830. (2) The reactants are [OH:1][C:2]1[CH:7]=[C:6]([CH3:8])[C:5]([NH:9][CH:10]=[O:11])=[C:4]([CH3:12])[C:3]=1[CH3:13].Br[CH2:15][C:16]([CH3:25])=[CH:17][C:18]1[CH:23]=[CH:22][C:21]([CH3:24])=[CH:20][CH:19]=1. The catalyst is C(OCC)(=O)C.CCCCCC. The product is [CH3:12][C:4]1[C:3]([CH3:13])=[C:2]([O:1][CH2:15][C:16]([CH3:25])=[CH:17][C:18]2[CH:19]=[CH:20][C:21]([CH3:24])=[CH:22][CH:23]=2)[CH:7]=[C:6]([CH3:8])[C:5]=1[NH:9][CH:10]=[O:11]. The yield is 0.570. (3) The catalyst is ClCCl. The yield is 0.512. The reactants are [Cl-].[Cl-].[Cl-].[Al+3].[C:5](Cl)(=[O:7])[CH3:6].[I:9][C:10]1[CH:11]=[C:12]([CH3:16])[CH:13]=[CH:14][CH:15]=1. The product is [C:5]([C:13]1[CH:14]=[CH:15][C:10]([I:9])=[CH:11][C:12]=1[CH3:16])(=[O:7])[CH3:6]. (4) The reactants are [CH3:1][C@H:2]1[CH2:11][CH2:10][C:9]2[C:4](=[CH:5][CH:6]=[C:7](B3OC(C)(C)C(C)(C)O3)[C:8]=2[O:12][CH2:13][CH2:14][CH3:15])[N:3]1[C:25](=[O:27])[CH3:26].Br[C:29]1[CH:34]=[CH:33][C:32]([S:35]([CH3:38])(=[O:37])=[O:36])=[CH:31][N:30]=1.C(=O)([O-])[O-].[Cs+].[Cs+]. The catalyst is CC(C1C=C(C(C)C)C(C2C=CC=C(P(C3CCCCC3)C3CCCCC3)C=2)=C(C(C)C)C=1)C.C1C=[C-]C(C2C(N)=CC=CC=2)=CC=1.Cl[Pd+].O1CCOCC1.O. The product is [CH3:1][C@H:2]1[CH2:11][CH2:10][C:9]2[C:4](=[CH:5][CH:6]=[C:7]([C:29]3[CH:34]=[CH:33][C:32]([S:35]([CH3:38])(=[O:37])=[O:36])=[CH:31][N:30]=3)[C:8]=2[O:12][CH2:13][CH2:14][CH3:15])[N:3]1[C:25](=[O:27])[CH3:26]. The yield is 0.270. (5) The reactants are [Si]([O:8][CH:9]1[CH2:14][CH2:13][CH:12]([NH:15][C:16]2[NH:20][N:19]=[CH:18][CH:17]=2)[CH2:11][CH2:10]1)(C(C)(C)C)(C)C.N12CCCN=C1CCCCC2.[C:32]([C:34]1[CH:39]=[CH:38][CH:37]=[CH:36][C:35]=1[C:40]1[N:45]=[CH:44][C:43]([CH2:46][CH:47]([C:52](=O)[CH2:53][CH2:54][CH2:55][CH3:56])[C:48](OC)=[O:49])=[CH:42][CH:41]=1)#[N:33].C(OCC)(=O)C. The catalyst is CCN(C1C=CC=CC=1)CC.O. The product is [CH2:53]([C:52]1[N:20]2[N:19]=[CH:18][CH:17]=[C:16]2[N:15]([C@H:12]2[CH2:11][CH2:10][C@H:9]([OH:8])[CH2:14][CH2:13]2)[C:48](=[O:49])[C:47]=1[CH2:46][C:43]1[CH:42]=[CH:41][C:40]([C:35]2[CH:36]=[CH:37][CH:38]=[CH:39][C:34]=2[C:32]#[N:33])=[N:45][CH:44]=1)[CH2:54][CH2:55][CH3:56]. The yield is 0.440. (6) The reactants are [Cl:1][C:2]1[C:3]([OH:11])=[N:4][CH:5]=[C:6]([C:8]([OH:10])=[O:9])[CH:7]=1.Cl.[C:13](=O)(O)[O-].[Na+]. The catalyst is C(OCC)(=O)C. The product is [CH3:13][O:9][C:8](=[O:10])[C:6]1[CH:7]=[C:2]([Cl:1])[C:3]([OH:11])=[N:4][CH:5]=1. The yield is 0.550. (7) The reactants are [Br:1][C:2]1[CH:3]=[C:4]2[C:8](=[CH:9][CH:10]=1)[NH:7][CH2:6][CH2:5]2.[N+:11]([O-])([O-:13])=[O:12].[K+].C([O-])([O-])=O.[Na+].[Na+]. The catalyst is OS(O)(=O)=O. The product is [Br:1][C:2]1[CH:3]=[C:4]2[C:8](=[CH:9][C:10]=1[N+:11]([O-:13])=[O:12])[NH:7][CH2:6][CH2:5]2. The yield is 0.760.